The task is: Predict which catalyst facilitates the given reaction.. This data is from Catalyst prediction with 721,799 reactions and 888 catalyst types from USPTO. (1) Reactant: [F:1][C:2]1[CH:7]=[CH:6][CH:5]=[CH:4][C:3]=1[C@:8]1([CH2:32][C:33]([OH:36])([CH3:35])[CH3:34])[O:13][C:12](=[O:14])[N:11]([C@H:15]([C:17]2[CH:22]=[CH:21][C:20](B3OC(C)(C)C(C)(C)O3)=[CH:19][CH:18]=2)[CH3:16])[CH2:10][CH2:9]1.Br[C:38]1[CH:39]=[CH:40][C:41](=[O:45])[N:42]([CH3:44])[CH:43]=1.C([O-])([O-])=O.[Cs+].[Cs+]. Product: [F:1][C:2]1[CH:7]=[CH:6][CH:5]=[CH:4][C:3]=1[C@:8]1([CH2:32][C:33]([OH:36])([CH3:35])[CH3:34])[O:13][C:12](=[O:14])[N:11]([C@H:15]([C:17]2[CH:18]=[CH:19][C:20]([C:38]3[CH:39]=[CH:40][C:41](=[O:45])[N:42]([CH3:44])[CH:43]=3)=[CH:21][CH:22]=2)[CH3:16])[CH2:10][CH2:9]1. The catalyst class is: 184. (2) The catalyst class is: 2. Product: [CH3:5][C:6]1[C@@H:7]([OH:16])[C@H:8]([OH:15])[C@H:9]([C:12]([CH3:14])=[CH2:13])[CH2:10][CH:11]=1. Reactant: C(Cl)(Cl)Cl.[CH3:5][C:6]1[CH:7]([OH:16])[CH:8]([OH:15])[CH:9]([C:12]([CH3:14])=[CH2:13])[CH2:10][CH:11]=1. (3) The catalyst class is: 2. Reactant: Br.[Br:2][C:3]1[CH:9]=[C:8]([O:10]C)[C:6]([NH2:7])=[C:5]([F:12])[CH:4]=1.B(Br)(Br)Br. Product: [NH2:7][C:6]1[C:5]([F:12])=[CH:4][C:3]([Br:2])=[CH:9][C:8]=1[OH:10]. (4) Reactant: [C:1]([N:4]1[C:13]2[C:8](=[CH:9][C:10]([C:14](O)=[O:15])=[CH:11][CH:12]=2)[C@H:7]([NH:17][C:18]2[CH:23]=[CH:22][CH:21]=[C:20]([CH3:24])[N:19]=2)[C@@H:6]([CH3:25])[C@@H:5]1[CH:26]1[CH2:28][CH2:27]1)(=[O:3])[CH3:2].CN(C(ON1N=NC2C=CC=NC1=2)=[N+](C)C)C.F[P-](F)(F)(F)(F)F.[CH3:53][O:54][CH2:55][CH2:56][NH2:57].CCN(C(C)C)C(C)C. Product: [C:1]([N:4]1[C:13]2[C:8](=[CH:9][C:10]([C:14]([NH:57][CH2:56][CH2:55][O:54][CH3:53])=[O:15])=[CH:11][CH:12]=2)[C@H:7]([NH:17][C:18]2[CH:23]=[CH:22][CH:21]=[C:20]([CH3:24])[N:19]=2)[C@@H:6]([CH3:25])[C@@H:5]1[CH:26]1[CH2:27][CH2:28]1)(=[O:3])[CH3:2]. The catalyst class is: 9. (5) Reactant: [Br-:1].[Br-].C1(P(C2C=CC=CC=2)C2C=CC=CC=2)C=CC=CC=1.CCN(C(C)C)C(C)C.[Cl:31][C:32]1[CH:48]=[C:47]([CH3:49])[CH:46]=[C:45]([Cl:50])[C:33]=1[O:34][CH2:35][CH2:36][C:37]1[CH:42]=[CH:41][C:40]([CH2:43]O)=[CH:39][CH:38]=1. The catalyst class is: 4. Product: [Br:1][CH2:43][C:40]1[CH:41]=[CH:42][C:37]([CH2:36][CH2:35][O:34][C:33]2[C:32]([Cl:31])=[CH:48][C:47]([CH3:49])=[CH:46][C:45]=2[Cl:50])=[CH:38][CH:39]=1. (6) Reactant: C1(N=C=NC2CCCCC2)CCCCC1.[C:16]([O:20][CH2:21][CH2:22][CH2:23][CH2:24][CH2:25][CH2:26][CH2:27][CH2:28][CH2:29][CH2:30][CH2:31][C:32]1[CH:37]=[CH:36][C:35]([OH:38])=[CH:34][CH:33]=1)(=[O:19])[CH:17]=[CH2:18].[CH2:39]([C:45]1[CH:50]=[CH:49][CH:48]=[CH:47][C:46]=1O)[CH2:40][CH2:41][CH2:42][CH2:43][CH3:44].[C@H:52]1([C:61](O)=[O:62])[CH2:57][CH2:56][C@H:55]([C:58]([OH:60])=[O:59])[CH2:54][CH2:53]1. Product: [CH2:39]([C:45]1[CH:50]=[CH:49][C:48]([O:60][C:58]([CH:55]2[CH2:56][CH2:57][CH:52]([C:61]([O:38][C:35]3[CH:34]=[CH:33][C:32]([CH2:31][CH2:30][CH2:29][CH2:28][CH2:27][CH2:26][CH2:25][CH2:24][CH2:23][CH2:22][CH2:21][O:20][C:16](=[O:19])[CH:17]=[CH2:18])=[CH:37][CH:36]=3)=[O:62])[CH2:53][CH2:54]2)=[O:59])=[CH:47][CH:46]=1)[CH2:40][CH2:41][CH2:42][CH2:43][CH3:44]. The catalyst class is: 4. (7) Reactant: [O:1]1[CH2:6][CH2:5][C:4](=[N:7]O)[CH2:3][CH2:2]1.[CH3:9][O:10][C:11]([C:13]#[C:14][C:15]([O:17][CH3:18])=[O:16])=[O:12].C1N2CCN(CC2)C1. Product: [NH:7]1[C:13]([C:11]([O:10][CH3:9])=[O:12])=[C:14]([C:15]([O:17][CH3:18])=[O:16])[C:3]2[CH2:2][O:1][CH2:6][CH2:5][C:4]1=2. The catalyst class is: 11. (8) The catalyst class is: 37. Reactant: Br[C:2]1[C:3]2[N:4]([C:9]([C:12]([NH:14][C:15]3[CH:20]=[CH:19][N:18]=[CH:17][C:16]=3[F:21])=[O:13])=[CH:10][N:11]=2)[N:5]=[C:6]([Cl:8])[CH:7]=1.[CH2:22]([NH2:24])[CH3:23].CCN(C(C)C)C(C)C. Product: [Cl:8][C:6]1[CH:7]=[C:2]([NH:24][CH2:22][CH3:23])[C:3]2[N:4]([C:9]([C:12]([NH:14][C:15]3[CH:20]=[CH:19][N:18]=[CH:17][C:16]=3[F:21])=[O:13])=[CH:10][N:11]=2)[N:5]=1. (9) Reactant: [NH2:1][CH2:2][C:3]1[C:4](=[O:11])[NH:5][C:6]([CH3:10])=[CH:7][C:8]=1[CH3:9].[OH:12][CH2:13][CH2:14][N:15]1[CH2:20][CH2:19][N:18]([CH2:21][C:22]2[CH:30]=[CH:29][C:25]([C:26](O)=[O:27])=[CH:24][CH:23]=2)[CH2:17][CH2:16]1.C(N(CC)CC)C. Product: [CH3:9][C:8]1[CH:7]=[C:6]([CH3:10])[NH:5][C:4](=[O:11])[C:3]=1[CH2:2][NH:1][C:26](=[O:27])[C:25]1[CH:24]=[CH:23][C:22]([CH2:21][N:18]2[CH2:17][CH2:16][N:15]([CH2:14][CH2:13][OH:12])[CH2:20][CH2:19]2)=[CH:30][CH:29]=1. The catalyst class is: 4.